From a dataset of Forward reaction prediction with 1.9M reactions from USPTO patents (1976-2016). Predict the product of the given reaction. Given the reactants C(C1N=C(N2CCC(F)(F)C2)C2C(=NN(CC)N=2)N=1)(C)(C)C.[C:23]([NH:27][C:28]1[N:29]=[C:30]([N:37]2[CH2:41][CH2:40][C:39]([F:43])([F:42])[CH2:38]2)[C:31]2[N:36]=[N:35][NH:34][C:32]=2[N:33]=1)([CH3:26])([CH3:25])[CH3:24].Br[CH2:45][C:46]1[CH:51]=[CH:50][CH:49]=[CH:48][C:47]=1[C:52]([F:55])([F:54])[F:53], predict the reaction product. The product is: [C:23]([NH:27][C:28]1[N:29]=[C:30]([N:37]2[CH2:41][CH2:40][C:39]([F:42])([F:43])[CH2:38]2)[C:31]2[C:32](=[N:34][N:35]([CH2:45][C:46]3[CH:51]=[CH:50][CH:49]=[CH:48][C:47]=3[C:52]([F:53])([F:54])[F:55])[N:36]=2)[N:33]=1)([CH3:26])([CH3:24])[CH3:25].